Predict which catalyst facilitates the given reaction. From a dataset of Catalyst prediction with 721,799 reactions and 888 catalyst types from USPTO. (1) Reactant: [NH:1]1[CH2:4][CH:3]([NH:5][C:6](=[O:37])[C:7]2[CH:12]=[C:11]([O:13][CH3:14])[C:10]([NH:15][C:16]3[N:17]=[CH:18][C:19]4[N:25]([CH3:26])[C:24](=[O:27])[C:23]([F:29])([F:28])[CH2:22][N:21]([CH:30]5[CH2:34][CH2:33][CH2:32][CH2:31]5)[C:20]=4[N:35]=3)=[CH:9][C:8]=2F)[CH2:2]1.CCN(C(C)C)C(C)C.[CH3:47][S:48](Cl)(=[O:50])=[O:49]. Product: [CH:30]1([N:21]2[CH2:22][C:23]([F:28])([F:29])[C:24](=[O:27])[N:25]([CH3:26])[C:19]3[CH:18]=[N:17][C:16]([NH:15][C:10]4[CH:9]=[CH:8][C:7]([C:6]([NH:5][CH:3]5[CH2:4][N:1]([S:48]([CH3:47])(=[O:50])=[O:49])[CH2:2]5)=[O:37])=[CH:12][C:11]=4[O:13][CH3:14])=[N:35][C:20]2=3)[CH2:34][CH2:33][CH2:32][CH2:31]1. The catalyst class is: 2. (2) Reactant: [N:1]1([C:7]2[CH:19]=[C:18]([C:20]([O:22][CH3:23])=[O:21])[C:10]3[NH:11][C:12]([C:14]([F:17])([F:16])[F:15])=[N:13][C:9]=3[CH:8]=2)[CH2:6][CH2:5][O:4][CH2:3][CH2:2]1.C(=O)([O-])[O-].[K+].[K+].Br[CH2:31][C:32]1[C:41]2[C:36](=[CH:37][CH:38]=[CH:39][CH:40]=2)[CH:35]=[CH:34][CH:33]=1. Product: [N:1]1([C:7]2[CH:19]=[C:18]([C:20]([O:22][CH3:23])=[O:21])[C:10]3[N:11]=[C:12]([C:14]([F:17])([F:15])[F:16])[N:13]([CH2:31][C:32]4[C:41]5[C:36](=[CH:37][CH:38]=[CH:39][CH:40]=5)[CH:35]=[CH:34][CH:33]=4)[C:9]=3[CH:8]=2)[CH2:6][CH2:5][O:4][CH2:3][CH2:2]1. The catalyst class is: 9. (3) Reactant: [Cl:1][C:2]1[CH:3]=[CH:4][C:5]([OH:25])=[C:6]([C:8]2[CH:13]=[CH:12][CH:11]=[CH:10][C:9]=2[C:14]2[N:19]=[C:18]([C:20]([O:22][CH2:23][CH3:24])=[O:21])[CH:17]=[CH:16][CH:15]=2)[CH:7]=1.N(C(OCCCC)=O)=NC(OCCCC)=O.[CH:42]1([CH2:47]O)[CH2:46][CH2:45][CH2:44][CH2:43]1.C1(P(C2C=CC=CC=2)C2C=CC=CC=2)C=CC=CC=1. Product: [Cl:1][C:2]1[CH:3]=[CH:4][C:5]([O:25][CH2:47][CH:42]2[CH2:46][CH2:45][CH2:44][CH2:43]2)=[C:6]([C:8]2[CH:13]=[CH:12][CH:11]=[CH:10][C:9]=2[C:14]2[N:19]=[C:18]([C:20]([O:22][CH2:23][CH3:24])=[O:21])[CH:17]=[CH:16][CH:15]=2)[CH:7]=1. The catalyst class is: 7. (4) Reactant: P(Br)(Br)[Br:2].[Cl:5][C:6]1[CH:7]=[C:8]2[C:13](=[CH:14][CH:15]=1)[C:12](=[O:16])[N:11]([C:17]1[CH:18]=[N:19][CH:20]=[C:21]([CH:23](O)[CH3:24])[CH:22]=1)[CH2:10][CH2:9]2. Product: [Br:2][CH:23]([C:21]1[CH:22]=[C:17]([N:11]2[CH2:10][CH2:9][C:8]3[C:13](=[CH:14][CH:15]=[C:6]([Cl:5])[CH:7]=3)[C:12]2=[O:16])[CH:18]=[N:19][CH:20]=1)[CH3:24]. The catalyst class is: 2.